From a dataset of Forward reaction prediction with 1.9M reactions from USPTO patents (1976-2016). Predict the product of the given reaction. (1) The product is: [C:40]([C:44]1[O:48][N:47]=[C:46]([C:17]([NH:16][CH2:15][C:12]2[CH:13]=[CH:14][C:9]([C:6]3[CH:5]=[CH:4][N:3]=[C:2]4[NH:1][C:37]([C:34]5[CH:33]=[CH:32][C:31]([CH:29]([OH:30])[CH2:28][OH:27])=[CH:36][N:35]=5)=[N:8][C:7]=34)=[CH:10][C:11]=2[F:24])=[O:23])[N:45]=1)([CH3:43])([CH3:42])[CH3:41]. Given the reactants [NH2:1][C:2]1[C:7]([NH2:8])=[C:6]([C:9]2[CH:14]=[CH:13][C:12]([CH2:15][NH:16][C:17](=[O:23])OC(C)(C)C)=[C:11]([F:24])[CH:10]=2)[CH:5]=[CH:4][N:3]=1.CC1(C)[O:30][CH:29]([C:31]2[CH:32]=[CH:33][C:34]([CH:37]=O)=[N:35][CH:36]=2)[CH2:28][O:27]1.[C:40]([C:44]1[O:48][N:47]=[C:46](C([O-])=O)[N:45]=1)([CH3:43])([CH3:42])[CH3:41], predict the reaction product. (2) Given the reactants CS(C)=O.[CH3:5][N:6]([CH3:12])[C@H:7]1[CH2:11][CH2:10][NH:9][CH2:8]1.[C:13]([C:15]1[C:20]2[N:21]=[C:22]([C:24]([N:26]([CH3:28])[CH3:27])=[O:25])[O:23][C:19]=2[C:18](F)=[C:17]([C:30]2[N:31]=[C:32]([CH3:35])[S:33][CH:34]=2)[C:16]=1[CH3:36])#[N:14].C(N(CC)CC)C, predict the reaction product. The product is: [C:13]([C:15]1[C:20]2[N:21]=[C:22]([C:24]([N:26]([CH3:28])[CH3:27])=[O:25])[O:23][C:19]=2[C:18]([N:9]2[CH2:10][CH2:11][C@H:7]([N:6]([CH3:12])[CH3:5])[CH2:8]2)=[C:17]([C:30]2[N:31]=[C:32]([CH3:35])[S:33][CH:34]=2)[C:16]=1[CH3:36])#[N:14]. (3) Given the reactants [C:1]([O:5][C:6](=[O:13])[NH:7][C:8]1[CH:12]=[CH:11][S:10][CH:9]=1)([CH3:4])([CH3:3])[CH3:2].C([Li])CCC.CN(C)[CH:21]=[O:22].O, predict the reaction product. The product is: [C:1]([O:5][C:6](=[O:13])[NH:7][C:8]1[CH:12]=[CH:11][S:10][C:9]=1[CH:21]=[O:22])([CH3:4])([CH3:2])[CH3:3]. (4) Given the reactants [CH2:1]([O:8][C:9]1[C:14](=[O:15])[N:13]2[CH:16]=[CH:17][N:18]([CH2:19][C:20]([N:22]3[CH2:27][CH:26]([CH3:28])[O:25][CH:24]([CH3:29])[CH2:23]3)=[O:21])[C:12]2=[N:11][C:10]=1[C:30]1[S:31][C:32]([CH2:35][C:36]2[CH:41]=[CH:40][C:39]([F:42])=[CH:38][C:37]=2[S:43][CH3:44])=[CH:33][N:34]=1)[C:2]1[CH:7]=[CH:6][CH:5]=[CH:4][CH:3]=1.OO.CC(O)=[O:49], predict the reaction product. The product is: [CH2:1]([O:8][C:9]1[C:14](=[O:15])[N:13]2[CH:16]=[CH:17][N:18]([CH2:19][C:20]([N:22]3[CH2:27][CH:26]([CH3:28])[O:25][CH:24]([CH3:29])[CH2:23]3)=[O:21])[C:12]2=[N:11][C:10]=1[C:30]1[S:31][C:32]([CH2:35][C:36]2[CH:41]=[CH:40][C:39]([F:42])=[CH:38][C:37]=2[S:43]([CH3:44])=[O:49])=[CH:33][N:34]=1)[C:2]1[CH:7]=[CH:6][CH:5]=[CH:4][CH:3]=1. (5) The product is: [Cl:30][CH2:21][C:18]1[CH:19]=[CH:20][C:15]([C:11]2[N:12]([CH3:14])[O:13][C:9]([C:4]3[CH:3]=[C:2]([Cl:1])[CH:7]=[C:6]([Cl:8])[CH:5]=3)([C:24]([F:27])([F:26])[F:25])[CH:10]=2)=[CH:16][C:17]=1[CH3:23]. Given the reactants [Cl:1][C:2]1[CH:3]=[C:4]([C:9]2([C:24]([F:27])([F:26])[F:25])[O:13][N:12]([CH3:14])[C:11]([C:15]3[CH:20]=[CH:19][C:18]([CH2:21]O)=[C:17]([CH3:23])[CH:16]=3)=[CH:10]2)[CH:5]=[C:6]([Cl:8])[CH:7]=1.S(Cl)([Cl:30])=O, predict the reaction product. (6) The product is: [CH:2]([CH:4]1[C:10](=[O:13])[CH2:11][CH2:12][C:9]1=[O:8])([CH3:3])[CH3:1]. Given the reactants [CH:1](=O)[CH:2]([CH3:4])[CH3:3].C[Si](C)(C)[O:8][C:9]1[CH2:12][CH2:11][C:10]=1[O:13][Si](C)(C)C.O.C(O)(C(F)(F)F)=O, predict the reaction product. (7) The product is: [CH3:18][O:19][C:20]1[CH:25]=[CH:24][C:23]([C:2]2[C:10]3[N:9]4[CH2:11][CH2:12][CH2:13][NH:14][C:15](=[O:16])[C:8]4=[CH:7][C:6]=3[CH:5]=[C:4]([CH3:17])[CH:3]=2)=[CH:22][CH:21]=1. Given the reactants Br[C:2]1[C:10]2[N:9]3[CH2:11][CH2:12][CH2:13][NH:14][C:15](=[O:16])[C:8]3=[CH:7][C:6]=2[CH:5]=[C:4]([CH3:17])[CH:3]=1.[CH3:18][O:19][C:20]1[CH:25]=[CH:24][C:23](B(O)O)=[CH:22][CH:21]=1, predict the reaction product.